Dataset: Reaction yield outcomes from USPTO patents with 853,638 reactions. Task: Predict the reaction yield, written as a fraction of the theoretical maximum amount of product (1.0 means a 100% yield; for example, 0.34 means a 34% yield). The reactants are Cl.Cl.[NH2:3][C@H:4]1[CH2:9][CH2:8][C@H:7]([C:10]([N:12]2[CH2:17][CH2:16][N:15]([CH:18]([CH3:20])[CH3:19])[CH2:14][CH2:13]2)=[O:11])[CH2:6][CH2:5]1.[C:21](Cl)(=[O:25])[CH:22]([CH3:24])[CH3:23].CCN(CC)CC. The catalyst is ClCCl. The product is [CH:18]([N:15]1[CH2:14][CH2:13][N:12]([C:10]([C@H:7]2[CH2:8][CH2:9][C@H:4]([NH:3][C:21](=[O:25])[CH:22]([CH3:24])[CH3:23])[CH2:5][CH2:6]2)=[O:11])[CH2:17][CH2:16]1)([CH3:20])[CH3:19]. The yield is 0.110.